Dataset: CYP3A4 inhibition data for predicting drug metabolism from PubChem BioAssay. Task: Regression/Classification. Given a drug SMILES string, predict its absorption, distribution, metabolism, or excretion properties. Task type varies by dataset: regression for continuous measurements (e.g., permeability, clearance, half-life) or binary classification for categorical outcomes (e.g., BBB penetration, CYP inhibition). Dataset: cyp3a4_veith. (1) The drug is Cc1occc1C(=O)NNC(=O)Cc1ccccc1. The result is 0 (non-inhibitor). (2) The compound is COC(=O)N1CCC[C@@]2(CCN(C(c3ccccc3)c3ccccc3)C2)C1. The result is 0 (non-inhibitor). (3) The drug is O=C(/C=N/O)Nc1ccccc1. The result is 0 (non-inhibitor).